This data is from Experimentally validated miRNA-target interactions with 360,000+ pairs, plus equal number of negative samples. The task is: Binary Classification. Given a miRNA mature sequence and a target amino acid sequence, predict their likelihood of interaction. (1) The miRNA is hsa-miR-574-5p with sequence UGAGUGUGUGUGUGUGAGUGUGU. The protein sequence of the target gene is MPSLPQEGVIQGPSPLDLNTELPYQSTMKRKVRKKKKKGTITANVAGTKFEIVRLVIDEMGFMKTPDEDETSNLIWCDSAVQQEKISELQNYQRINHFPGMGEICRKDFLARNMTKMIKSRPLDYTFVPRTWIFPAEYTQFQNYVKELKKKRKQKTFIVKPANGAMGHGISLIRNGDKLPSQDHLIVQEYIEKPFLMEGYKFDLRIYILVTSCDPLKIFLYHDGLVRMGTEKYIPPNESNLTQLYMHLTNYSVNKHNEHFERDETENKGSKRSIKWFTEFLQANQHDVAKFWSDISELVV.... Result: 1 (interaction). (2) The miRNA is hsa-miR-8485 with sequence CACACACACACACACACGUAU. The protein sequence of the target gene is MRSIRKRWTICTISLLLIFYKTKEIARTEEHQETQLIGDGELSLSRSLVNSSDKIIRKAGSSIFQHNVEGWKINSSLVLEIRKNILRFLDAERDVSVVKSSFKPGDVIHYVLDRRRTLNISHDLHSLLPEVSPMKNRRFKTCAVVGNSGILLDSECGKEIDSHNFVIRCNLAPVVEFAADVGTKSDFITMNPSVVQRAFGGFRNESDREKFVHRLSMLNDSVLWIPAFMVKGGEKHVEWVNALILKNKLKVRTAYPSLRLIHAVRGYWLTNKVPIKRPSTGLLMYTLATRFCDEIHLYGF.... Result: 1 (interaction). (3) The miRNA is hsa-miR-4662a-3p with sequence AAAGAUAGACAAUUGGCUAAAU. The protein sequence of the target gene is MLWRQLIYWQLLALFFLPFCLCQDEYMESPQTGGLPPDCSKCCHGDYSFRGYQGPPGPPGPPGIPGNHGNNGNNGATGHEGAKGEKGDKGDLGPRGERGQHGPKGEKGYPGIPPELQIAFMASLATHFSNQNSGIIFSSVETNIGNFFDVMTGRFGAPVSGVYFFTFSMMKHEDVEEVYVYLMHNGNTVFSMYSYEMKGKSDTSSNHAVLKLAKGDEVWLRMGNGALHGDHQRFSTFAGFLLFETK. Result: 0 (no interaction).